Dataset: Full USPTO retrosynthesis dataset with 1.9M reactions from patents (1976-2016). Task: Predict the reactants needed to synthesize the given product. (1) Given the product [CH2:12]([NH:19][C:2]1[CH:7]=[C:6]([N+:8]([O-:10])=[O:9])[CH:5]=[C:4]([Cl:11])[N:3]=1)[C:13]1[CH:18]=[CH:17][CH:16]=[CH:15][CH:14]=1, predict the reactants needed to synthesize it. The reactants are: Cl[C:2]1[CH:7]=[C:6]([N+:8]([O-:10])=[O:9])[CH:5]=[C:4]([Cl:11])[N:3]=1.[CH2:12]([NH2:19])[C:13]1[CH:18]=[CH:17][CH:16]=[CH:15][CH:14]=1.C(=O)([O-])[O-].[Cs+].[Cs+].C1(P(C2C=CC=CC=2)C2C=CC3C(=CC=CC=3)C=2C2C3C(=CC=CC=3)C=CC=2P(C2C=CC=CC=2)C2C=CC=CC=2)C=CC=CC=1. (2) Given the product [Cl:20][CH2:21][CH2:22][CH2:23][CH:24]([C:28]1[CH:33]=[CH:32][C:31]([N:34]([CH3:36])[CH3:35])=[CH:30][CH:29]=1)[C:25]([NH:39][NH:38][C:37]([O:41][C:42]([CH3:45])([CH3:44])[CH3:43])=[O:40])=[O:27], predict the reactants needed to synthesize it. The reactants are: C(N(C(C)C)CC)(C)C.C1C=CC2N(O)N=NC=2C=1.[Cl:20][CH2:21][CH2:22][CH2:23][CH:24]([C:28]1[CH:33]=[CH:32][C:31]([N:34]([CH3:36])[CH3:35])=[CH:30][CH:29]=1)[C:25]([OH:27])=O.[C:37]([O:41][C:42]([CH3:45])([CH3:44])[CH3:43])(=[O:40])[NH:38][NH2:39]. (3) Given the product [F:3][C:4]1[CH:5]=[C:6]([CH:7]=[CH:8][C:9]=1[O:10][C:11]1[CH:16]=[CH:15][N:14]=[C:13]([C:17]([F:18])([F:19])[F:20])[CH:12]=1)[CH2:21][O:22][C:24]1[CH:25]=[C:26]2[N:33]([CH3:34])[CH2:32][CH2:31][N:27]2[C:28](=[O:30])[N:29]=1, predict the reactants needed to synthesize it. The reactants are: [H-].[Na+].[F:3][C:4]1[CH:5]=[C:6]([CH2:21][OH:22])[CH:7]=[CH:8][C:9]=1[O:10][C:11]1[CH:16]=[CH:15][N:14]=[C:13]([C:17]([F:20])([F:19])[F:18])[CH:12]=1.Cl[C:24]1[CH:25]=[C:26]2[N:33]([CH3:34])[CH2:32][CH2:31][N:27]2[C:28](=[O:30])[N:29]=1. (4) Given the product [F:10][C:11]([F:19])([F:20])[C:12]1[CH:13]=[CH:14][C:15]([NH:16][C@H:2]([CH2:8][CH3:9])[CH2:3][C:4]([O:6][CH3:7])=[O:5])=[CH:17][CH:18]=1, predict the reactants needed to synthesize it. The reactants are: O=[C:2]([CH2:8][CH3:9])[CH2:3][C:4]([O:6][CH3:7])=[O:5].[F:10][C:11]([F:20])([F:19])[C:12]1[CH:18]=[CH:17][C:15]([NH2:16])=[CH:14][CH:13]=1. (5) Given the product [F:29][C:17]([F:16])([F:28])[C:18]1[CH:23]=[CH:22][CH:21]=[CH:20][C:19]=1[S:24]([NH:1][C:2]1[CH:3]=[CH:4][CH:5]=[C:6]2[C:10]=1[NH:9][C:8]([C:11]([O:13][CH2:14][CH3:15])=[O:12])=[CH:7]2)(=[O:25])=[O:26], predict the reactants needed to synthesize it. The reactants are: [NH2:1][C:2]1[CH:3]=[CH:4][CH:5]=[C:6]2[C:10]=1[NH:9][C:8]([C:11]([O:13][CH2:14][CH3:15])=[O:12])=[CH:7]2.[F:16][C:17]([F:29])([F:28])[C:18]1[CH:23]=[CH:22][CH:21]=[CH:20][C:19]=1[S:24](Cl)(=[O:26])=[O:25]. (6) Given the product [CH2:24]([N:9]1[C:10]2[C:15](=[CH:14][CH:13]=[CH:12][C:11]=2[CH2:16][CH3:17])[C:7]2[CH2:6][CH2:5][O:4][C:3]([CH2:18][C:19]([OH:21])=[O:20])([CH2:1][CH3:2])[C:8]1=2)[C:25]1[CH:30]=[CH:29][CH:28]=[CH:27][CH:26]=1, predict the reactants needed to synthesize it. The reactants are: [CH2:1]([C:3]1([CH2:18][C:19]([OH:21])=[O:20])[C:8]2[NH:9][C:10]3[C:15]([C:7]=2[CH2:6][CH2:5][O:4]1)=[CH:14][CH:13]=[CH:12][C:11]=3[CH2:16][CH3:17])[CH3:2].[H-].[Na+].[CH2:24](Br)[C:25]1[CH:30]=[CH:29][CH:28]=[CH:27][CH:26]=1.